From a dataset of Forward reaction prediction with 1.9M reactions from USPTO patents (1976-2016). Predict the product of the given reaction. Given the reactants [CH3:1][C:2]1[CH:7]=[CH:6][N:5]=[C:4]2[CH2:8][C:9]3[CH:10]=[CH:11][CH:12]=[CH:13][C:14]=3[C:3]=12.[CH2:15]([Br:22])[C:16]1[CH:21]=[CH:20][CH:19]=[CH:18][CH:17]=1, predict the reaction product. The product is: [Br-:22].[CH2:15]([N+:5]1[CH:6]=[CH:7][C:2]([CH3:1])=[C:3]2[C:14]3[CH:13]=[CH:12][CH:11]=[CH:10][C:9]=3[CH2:8][C:4]=12)[C:16]1[CH:21]=[CH:20][CH:19]=[CH:18][CH:17]=1.